The task is: Predict which catalyst facilitates the given reaction.. This data is from Catalyst prediction with 721,799 reactions and 888 catalyst types from USPTO. (1) Reactant: [C:1](#[N:5])[CH2:2][C:3]#[N:4].[H-].[Na+].Cl[C:9]1[CH:14]=[C:13]([Cl:15])[N:12]=[C:11]([N:16]2[CH2:21][CH2:20][O:19][CH2:18][CH2:17]2)[N:10]=1.[OH-].[Na+].Cl. Product: [Cl:15][C:13]1[N:12]=[C:11]([N:16]2[CH2:21][CH2:20][O:19][CH2:18][CH2:17]2)[N:10]=[C:9]([CH:2]([C:1]#[N:5])[C:3]#[N:4])[CH:14]=1. The catalyst class is: 176. (2) Reactant: [CH:1]1([N:4]([CH2:37][C:38]2[CH:43]=[C:42]([O:44][CH2:45][CH2:46][C:47]3[CH:52]=[CH:51][CH:50]=[CH:49][N:48]=3)[CH:41]=[C:40]([CH2:53][CH2:54][CH2:55][O:56][CH3:57])[CH:39]=2)[C:5](=[O:36])[CH:6]([CH2:16][C:17]2[CH:22]=[CH:21][C:20]([O:23][CH2:24][CH2:25][O:26][C:27]3[C:32]([Cl:33])=[CH:31][C:30]([CH3:34])=[CH:29][C:28]=3[Cl:35])=[CH:19][CH:18]=2)[CH2:7][NH:8]C(=O)OC(C)(C)C)[CH2:3][CH2:2]1.Cl. Product: [NH2:8][CH2:7][CH:6]([CH2:16][C:17]1[CH:18]=[CH:19][C:20]([O:23][CH2:24][CH2:25][O:26][C:27]2[C:32]([Cl:33])=[CH:31][C:30]([CH3:34])=[CH:29][C:28]=2[Cl:35])=[CH:21][CH:22]=1)[C:5]([N:4]([CH:1]1[CH2:2][CH2:3]1)[CH2:37][C:38]1[CH:43]=[C:42]([O:44][CH2:45][CH2:46][C:47]2[CH:52]=[CH:51][CH:50]=[CH:49][N:48]=2)[CH:41]=[C:40]([CH2:53][CH2:54][CH2:55][O:56][CH3:57])[CH:39]=1)=[O:36]. The catalyst class is: 2. (3) Reactant: Cl[C:2]1[CH:7]=[C:6]([Cl:8])[N:5]=[C:4]([O:9][C@H:10]([CH3:14])[CH2:11][O:12][CH3:13])[N:3]=1.Cl.[NH:16]1[CH2:21][CH2:20][CH:19]([C:22]2[C:30]3[C:25](=[N:26][CH:27]=[CH:28][CH:29]=3)[NH:24][CH:23]=2)[CH2:18][CH2:17]1.CCN(C(C)C)C(C)C.CCOC(C)=O. Product: [Cl:8][C:6]1[N:5]=[C:4]([O:9][C@H:10]([CH3:14])[CH2:11][O:12][CH3:13])[N:3]=[C:2]([N:16]2[CH2:17][CH2:18][CH:19]([C:22]3[C:30]4[C:25](=[N:26][CH:27]=[CH:28][CH:29]=4)[NH:24][CH:23]=3)[CH2:20][CH2:21]2)[CH:7]=1. The catalyst class is: 5. (4) Reactant: [CH3:1]CN(CC)CC.[NH2:8][C:9]1[N:18]=[CH:17][C:16]2[C:15](=[S:19])[NH:14][CH:13]=[N:12][C:11]=2[CH:10]=1.CI. Product: [NH2:8][C:9]1[N:18]=[CH:17][C:16]2[C:15]([S:19][CH3:1])=[N:14][CH:13]=[N:12][C:11]=2[CH:10]=1. The catalyst class is: 16. (5) Reactant: [Cl:1][C:2]1[C:7]([N+:8]([O-])=O)=[C:6]([Cl:11])[CH:5]=[CH:4][C:3]=1[C:12]([F:15])([F:14])[F:13]. Product: [Cl:1][C:2]1[C:3]([C:12]([F:13])([F:15])[F:14])=[CH:4][CH:5]=[C:6]([Cl:11])[C:7]=1[NH2:8]. The catalyst class is: 94. (6) Reactant: [CH:1]([Si:4]([O:11][C:12]1[CH:19]=[CH:18][C:15]([CH:16]=O)=[CH:14][CH:13]=1)([CH:8]([CH3:10])[CH3:9])[CH:5]([CH3:7])[CH3:6])([CH3:3])[CH3:2].[CH2:20]1COCC1. Product: [CH:1]([Si:4]([O:11][C:12]1[CH:19]=[CH:18][C:15]([CH:16]=[CH2:20])=[CH:14][CH:13]=1)([CH:8]([CH3:10])[CH3:9])[CH:5]([CH3:7])[CH3:6])([CH3:3])[CH3:2]. The catalyst class is: 629. (7) Reactant: C([N:8]1[CH2:12][C@@H:11]([C:13]([F:16])([F:15])[F:14])[C@H:10]([C:17]([O:19][CH2:20][CH3:21])=[O:18])[CH2:9]1)C1C=CC=CC=1.[CH3:34][C:33]([O:32][C:30](O[C:30]([O:32][C:33]([CH3:36])([CH3:35])[CH3:34])=[O:31])=[O:31])([CH3:36])[CH3:35].[H][H]. Product: [F:16][C:13]([F:14])([F:15])[C@@H:11]1[CH2:12][N:8]([C:30]([O:32][C:33]([CH3:34])([CH3:35])[CH3:36])=[O:31])[CH2:9][C@H:10]1[C:17]([O:19][CH2:20][CH3:21])=[O:18]. The catalyst class is: 50.